This data is from Reaction yield outcomes from USPTO patents with 853,638 reactions. The task is: Predict the reaction yield, written as a fraction of the theoretical maximum amount of product (1.0 means a 100% yield; for example, 0.34 means a 34% yield). The yield is 0.230. The product is [NH2:1][C:2]1[N:7]=[CH:6][N:5]=[C:4]2[N:8]([C@@H:12]3[CH2:16][CH2:15][N:14]([C:17]([O:19][C:20]([CH3:23])([CH3:22])[CH3:21])=[O:18])[CH2:13]3)[N:9]=[C:10]([C:30]3[CH:29]=[CH:28][C:27]([C:40](=[O:41])[C:42]4[CH:47]=[CH:46][CH:45]=[C:44]([F:48])[CH:43]=4)=[CH:26][C:25]=3[F:24])[C:3]=12. The catalyst is O1CCOCC1.O.O.C1C=CC([P]([Pd]([P](C2C=CC=CC=2)(C2C=CC=CC=2)C2C=CC=CC=2)([P](C2C=CC=CC=2)(C2C=CC=CC=2)C2C=CC=CC=2)[P](C2C=CC=CC=2)(C2C=CC=CC=2)C2C=CC=CC=2)(C2C=CC=CC=2)C2C=CC=CC=2)=CC=1. The reactants are [NH2:1][C:2]1[N:7]=[CH:6][N:5]=[C:4]2[N:8]([C@@H:12]3[CH2:16][CH2:15][N:14]([C:17]([O:19][C:20]([CH3:23])([CH3:22])[CH3:21])=[O:18])[CH2:13]3)[N:9]=[C:10](I)[C:3]=12.[F:24][C:25]1[CH:26]=[C:27]([C:40]([C:42]2[CH:47]=[CH:46][CH:45]=[C:44]([F:48])[CH:43]=2)=[O:41])[CH:28]=[CH:29][C:30]=1B1OC(C)(C)C(C)(C)O1.C(=O)([O-])[O-].[Na+].[Na+].